This data is from Forward reaction prediction with 1.9M reactions from USPTO patents (1976-2016). The task is: Predict the product of the given reaction. (1) The product is: [C:24]1([CH2:23][N:30]([CH2:31][C:32]2[CH:33]=[CH:34][CH:35]=[CH:36][CH:37]=2)[CH2:2][C:3]([C:5]2[CH:10]=[CH:9][CH:8]=[C:7]([O:11][CH2:12][CH2:13][CH2:14][O:15][CH2:16][C:17]3[CH:22]=[CH:21][CH:20]=[CH:19][CH:18]=3)[CH:6]=2)=[O:4])[CH:25]=[CH:26][CH:27]=[CH:28][CH:29]=1. Given the reactants Br[CH2:2][C:3]([C:5]1[CH:10]=[CH:9][CH:8]=[C:7]([O:11][CH2:12][CH2:13][CH2:14][O:15][CH2:16][C:17]2[CH:22]=[CH:21][CH:20]=[CH:19][CH:18]=2)[CH:6]=1)=[O:4].[CH2:23]([NH:30][CH2:31][C:32]1[CH:37]=[CH:36][CH:35]=[CH:34][CH:33]=1)[C:24]1[CH:29]=[CH:28][CH:27]=[CH:26][CH:25]=1.ClCCl.C(=O)([O-])[O-].[Na+].[Na+], predict the reaction product. (2) Given the reactants [OH-:1].[Na+].[CH3:3][C:4]1[C:5]([N:12]2[N:16]=[CH:15][CH:14]=[N:13]2)=[C:6]([CH:9]=[CH:10][CH:11]=1)[C:7]#N.C[OH:18], predict the reaction product. The product is: [CH3:3][C:4]1[C:5]([N:12]2[N:16]=[CH:15][CH:14]=[N:13]2)=[C:6]([CH:9]=[CH:10][CH:11]=1)[C:7]([OH:18])=[O:1]. (3) Given the reactants CCCCCC.C([Li])CCC.[O:12]1[CH2:16][CH2:15][CH:14]([CH2:17][NH:18][C:19]([C:21]2[CH:25]=[C:24]([CH2:26][O:27][CH2:28][C:29]3[CH:34]=[CH:33][CH:32]=[CH:31][C:30]=3[F:35])[O:23][N:22]=2)=[O:20])[CH2:13]1.C1C=CC(S(N(S(C2C=CC=CC=2)(=O)=O)[F:46])(=O)=O)=CC=1.Cl, predict the reaction product. The product is: [O:12]1[CH2:16][CH2:15][CH:14]([CH2:17][NH:18][C:19]([C:21]2[C:25]([F:46])=[C:24]([CH2:26][O:27][CH2:28][C:29]3[CH:34]=[CH:33][CH:32]=[CH:31][C:30]=3[F:35])[O:23][N:22]=2)=[O:20])[CH2:13]1.